From a dataset of Forward reaction prediction with 1.9M reactions from USPTO patents (1976-2016). Predict the product of the given reaction. (1) Given the reactants [F:8][C:7]([F:10])([F:9])[C:6](O[C:6](=[O:11])[C:7]([F:10])([F:9])[F:8])=[O:11].[NH:14]1[C:18]2[CH:19]=[CH:20][CH:21]=[CH:22][C:17]=2[N:16]=[C:15]1[C:23]1[C:27]([NH2:28])=[CH:26][NH:25][N:24]=1, predict the reaction product. The product is: [NH:16]1[C:17]2[CH:22]=[CH:21][CH:20]=[CH:19][C:18]=2[N:14]=[C:15]1[C:23]1[C:27]([NH:28][C:6](=[O:11])[C:7]([F:8])([F:9])[F:10])=[CH:26][NH:25][N:24]=1. (2) Given the reactants [OH:1][C:2]1[C:10]([N+:11]([O-:13])=[O:12])=[CH:9][CH:8]=[CH:7][C:3]=1[C:4]([OH:6])=[O:5].S(=O)(=O)(O)O.[CH3:19]O, predict the reaction product. The product is: [CH3:19][O:5][C:4](=[O:6])[C:3]1[CH:7]=[CH:8][CH:9]=[C:10]([N+:11]([O-:13])=[O:12])[C:2]=1[OH:1]. (3) Given the reactants [CH3:1][N:2]([CH2:25][CH2:26][CH2:27][C:28](O)=[O:29])[C:3]([C:5]1[CH:6]=[C:7]2[C:15](=[CH:16][CH:17]=1)[N:14]([CH3:18])[C:13]1[CH2:12][CH2:11][C@@H:10]([CH:19]3[CH2:24][CH2:23][O:22][CH2:21][CH2:20]3)[CH2:9][C:8]2=1)=[O:4].Cl.[O:32]1[CH2:35][CH:34]([NH2:36])[CH2:33]1.CN(C(ON1N=NC2C=CC=NC1=2)=[N+](C)C)C.F[P-](F)(F)(F)(F)F.C(N(CC)C(C)C)(C)C, predict the reaction product. The product is: [CH3:1][N:2]([CH2:25][CH2:26][CH2:27][C:28]([NH:36][CH:34]1[CH2:35][O:32][CH2:33]1)=[O:29])[C:3]([C:5]1[CH:6]=[C:7]2[C:15](=[CH:16][CH:17]=1)[N:14]([CH3:18])[C:13]1[CH2:12][CH2:11][CH:10]([CH:19]3[CH2:24][CH2:23][O:22][CH2:21][CH2:20]3)[CH2:9][C:8]2=1)=[O:4]. (4) Given the reactants [C:1]([O:5][C:6](=[O:31])[NH:7][C:8]1[C:17]([CH2:18][CH2:19][CH:20]=C)=[C:16]2[C:11]([CH2:12][CH2:13][C@@H:14]([C:22](C)(C)[O:23][SiH2]C(C)(C)C)[O:15]2)=[CH:10][CH:9]=1)([CH3:4])([CH3:3])[CH3:2].I([O-])(=O)(=O)=[O:33].[Na+], predict the reaction product. The product is: [C:1]([O:5][C:6]([N:7]1[C:8]2[C:17](=[C:16]3[C:11](=[CH:10][CH:9]=2)[CH2:12][CH2:13][C@@H:14]([CH2:22][OH:23])[O:15]3)[CH2:18][CH2:19][CH:20]1[OH:33])=[O:31])([CH3:3])([CH3:4])[CH3:2]. (5) Given the reactants [CH2:1]([O:8][NH:9][C:10](=[O:36])[CH2:11][C@H:12]([C:22]1[O:23][C:24]([CH3:35])=[C:25]([C:27]([NH:29][CH2:30][C:31]([O:33]C)=[O:32])=[O:28])[N:26]=1)[CH2:13][CH2:14][CH2:15][CH:16]1[CH2:21][CH2:20][CH2:19][CH2:18][CH2:17]1)[C:2]1[CH:7]=[CH:6][CH:5]=[CH:4][CH:3]=1.[OH-].[Na+], predict the reaction product. The product is: [CH2:1]([O:8][NH:9][C:10](=[O:36])[CH2:11][C@H:12]([C:22]1[O:23][C:24]([CH3:35])=[C:25]([C:27]([NH:29][CH2:30][C:31]([OH:33])=[O:32])=[O:28])[N:26]=1)[CH2:13][CH2:14][CH2:15][CH:16]1[CH2:21][CH2:20][CH2:19][CH2:18][CH2:17]1)[C:2]1[CH:7]=[CH:6][CH:5]=[CH:4][CH:3]=1. (6) The product is: [CH:7]1([NH:10][C:11]([C:13]2[CH:18]=[C:17]([C:19]3[C:20]([C:28]([NH:30][C:31]4[S:32][CH:33]=[CH:34][N:35]=4)=[O:29])=[CH:21][C:22]([C:25]([NH:6][CH:3]([CH2:4][CH3:5])[CH2:2][CH3:1])=[O:26])=[CH:23][CH:24]=3)[C:16]([CH3:36])=[C:15]([F:37])[CH:14]=2)=[O:12])[CH2:9][CH2:8]1. Given the reactants [CH3:1][CH2:2][CH:3]([NH2:6])[CH2:4][CH3:5].[CH:7]1([NH:10][C:11]([C:13]2[CH:14]=[C:15]([F:37])[C:16]([CH3:36])=[C:17]([C:19]3[CH:24]=[CH:23][C:22]([C:25](O)=[O:26])=[CH:21][C:20]=3[C:28]([NH:30][C:31]3[S:32][CH:33]=[CH:34][N:35]=3)=[O:29])[CH:18]=2)=[O:12])[CH2:9][CH2:8]1.Cl.CN(C)CCCN=C=NCC.CCOC(C)=O, predict the reaction product. (7) The product is: [F:22][C:23]1[CH:24]=[C:25]([C:2]2[S:6][C:5]([S:7]([NH:10][C:11]3[CH:16]=[CH:15][CH:14]=[C:13]([C:17]4[NH:21][N:20]=[N:19][N:18]=4)[CH:12]=3)(=[O:9])=[O:8])=[CH:4][CH:3]=2)[CH:26]=[C:27]([F:29])[CH:28]=1. Given the reactants Br[C:2]1[S:6][C:5]([S:7]([NH:10][C:11]2[CH:16]=[CH:15][CH:14]=[C:13]([C:17]3[NH:21][N:20]=[N:19][N:18]=3)[CH:12]=2)(=[O:9])=[O:8])=[CH:4][CH:3]=1.[F:22][C:23]1[CH:24]=[C:25](B(O)O)[CH:26]=[C:27]([F:29])[CH:28]=1, predict the reaction product.